From a dataset of Forward reaction prediction with 1.9M reactions from USPTO patents (1976-2016). Predict the product of the given reaction. (1) Given the reactants [CH:1]1[C:14]2[CH:13]=[C:12](B(O)O)[C:11]3[C:6](=[CH:7][CH:8]=[CH:9][CH:10]=3)[C:5]=2[CH:4]=[CH:3][CH:2]=1.[Br:18][C:19]1[CH:20]=[C:21](I)[CH:22]=[CH:23][CH:24]=1, predict the reaction product. The product is: [Br:18][C:19]1[CH:24]=[C:23]([C:12]2[C:11]3[C:6]([C:5]4[CH:4]=[CH:3][CH:2]=[CH:1][C:14]=4[CH:13]=2)=[CH:7][CH:8]=[CH:9][CH:10]=3)[CH:22]=[CH:21][CH:20]=1. (2) Given the reactants C([Si](C)(C)[O:6][C@H:7]1[CH2:15][CH2:14][CH2:13][C@@:12]2([CH3:16])[C@H:8]1[CH2:9][CH2:10][C@@H:11]2[C:17]([CH3:32])([CH2:25][CH2:26][CH2:27][C:28]([CH3:31])([OH:30])[CH3:29])[CH2:18][CH2:19][CH2:20][C:21]([CH3:24])([OH:23])[CH3:22])(C)(C)C.[F-].C([N+](CCCC)(CCCC)CCCC)CCC.C(OCC)(=O)C, predict the reaction product. The product is: [OH:6][C@H:7]1[CH2:15][CH2:14][CH2:13][C@@:12]2([CH3:16])[C@H:8]1[CH2:9][CH2:10][C@@H:11]2[C:17]([CH3:32])([CH2:18][CH2:19][CH2:20][C:21]([CH3:24])([OH:23])[CH3:22])[CH2:25][CH2:26][CH2:27][C:28]([CH3:31])([OH:30])[CH3:29]. (3) Given the reactants [Cl:1][C:2]1[CH:3]=[CH:4][C:5]2[O:9][CH2:8][CH:7]([NH2:10])[C:6]=2[C:11]=1[F:12].C1(P(C2C=CC=CC=2)C2C=CC=CC=2)C=CC=CC=1.N(C1C2C(F)=C([Cl:44])C=CC=2OC1)=[N+]=[N-].[O-]S([O-])(=O)=O.[Mg+2], predict the reaction product. The product is: [Cl:1][C:2]1[CH:3]=[CH:4][C:5]2[O:9][CH2:8][CH:7]([NH2:10])[C:6]=2[C:11]=1[F:12].[ClH:44]. (4) Given the reactants [CH:1]([NH:3][CH:4]([CH2:9][C:10]1[CH:15]=[CH:14][CH:13]=[CH:12][CH:11]=1)[C:5]([O:7][CH3:8])=[O:6])=O.C(N(CC)CC)C.P(Cl)(Cl)(Cl)=O.C(=O)([O-])[O-].[K+].[K+], predict the reaction product. The product is: [N+:3]([CH:4]([CH2:9][C:10]1[CH:11]=[CH:12][CH:13]=[CH:14][CH:15]=1)[C:5]([O:7][CH3:8])=[O:6])#[C-:1]. (5) Given the reactants Cl[C:2]1[C:11]2[C:6](=[CH:7][CH:8]=[C:9]([NH:12][C:13]([CH:15]3[CH2:17][CH2:16]3)=[O:14])[CH:10]=2)[N:5]=[CH:4][CH:3]=1.[S-2:18].[Na+].[Na+].Br[C:22]1([C:26]([O:28][CH2:29][CH3:30])=[O:27])[CH2:25][CH2:24][CH2:23]1.C(=O)([O-])[O-].[Cs+].[Cs+], predict the reaction product. The product is: [CH:15]1([C:13]([NH:12][C:9]2[CH:10]=[C:11]3[C:6](=[CH:7][CH:8]=2)[N:5]=[CH:4][CH:3]=[C:2]3[S:18][C:22]2([C:26]([O:28][CH2:29][CH3:30])=[O:27])[CH2:25][CH2:24][CH2:23]2)=[O:14])[CH2:17][CH2:16]1.